Dataset: TCR-epitope binding with 47,182 pairs between 192 epitopes and 23,139 TCRs. Task: Binary Classification. Given a T-cell receptor sequence (or CDR3 region) and an epitope sequence, predict whether binding occurs between them. (1) The epitope is SSNVANYQK. The TCR CDR3 sequence is CASSLAGVNEQFF. Result: 0 (the TCR does not bind to the epitope). (2) The epitope is SLYNTVATL. The TCR CDR3 sequence is CASSPGTVAFF. Result: 0 (the TCR does not bind to the epitope).